From a dataset of Forward reaction prediction with 1.9M reactions from USPTO patents (1976-2016). Predict the product of the given reaction. (1) Given the reactants [N+:1]([C:4]1[CH:28]=[CH:27][C:7]([C:8]([N:10]=[C:11]2[N:15]([CH:16]([CH2:21][CH3:22])[C:17]([O:19][CH3:20])=[O:18])[C:14]3[CH:23]=[CH:24][CH:25]=[CH:26][C:13]=3[S:12]2)=[O:9])=[CH:6][CH:5]=1)([O-])=O, predict the reaction product. The product is: [NH2:1][C:4]1[CH:28]=[CH:27][C:7]([C:8]([N:10]=[C:11]2[N:15]([CH:16]([CH2:21][CH3:22])[C:17]([O:19][CH3:20])=[O:18])[C:14]3[CH:23]=[CH:24][CH:25]=[CH:26][C:13]=3[S:12]2)=[O:9])=[CH:6][CH:5]=1. (2) Given the reactants [CH3:1][O:2][C:3]1[C:4](=[O:25])[C:5]([CH3:24])=[C:6]([CH2:12][C:13]2[CH:18]=[CH:17][C:16]([CH2:19][CH2:20][C:21]([OH:23])=O)=[CH:15][CH:14]=2)[C:7](=[O:11])[C:8]=1[O:9][CH3:10].[NH:26]1[CH2:31][CH2:30][CH2:29][CH2:28][CH2:27]1, predict the reaction product. The product is: [CH3:1][O:2][C:3]1[C:4](=[O:25])[C:5]([CH3:24])=[C:6]([CH2:12][C:13]2[CH:14]=[CH:15][C:16]([CH2:19][CH2:20][C:21]([N:26]3[CH2:31][CH2:30][CH2:29][CH2:28][CH2:27]3)=[O:23])=[CH:17][CH:18]=2)[C:7](=[O:11])[C:8]=1[O:9][CH3:10]. (3) Given the reactants C[CH:2]([CH2:16][CH:17]=[CH2:18])[C:3]([CH2:12][CH2:13]CC)([C:6]1[CH:11]=[CH:10][CH:9]=[CH:8][CH:7]=1)[C:4]#[N:5], predict the reaction product. The product is: [C:6]1([C:3]2([C:4]#[N:5])[CH2:2][CH2:16][CH:17]=[CH:18][CH2:13][CH2:12]2)[CH:7]=[CH:8][CH:9]=[CH:10][CH:11]=1. (4) Given the reactants CO[C:3]1[CH:4]=[CH:5][C:6](/[CH:15]=[C:16]2/[C:17]([NH:19][C:20]([S:22]/2)=[NH:21])=[O:18])=[CH:7][C:8]=1OC1CCCC1.[C:23](C1C=CC(C=O)=CC=1)([OH:25])=[O:24], predict the reaction product. The product is: [NH:21]=[C:20]1[NH:19][C:17](=[O:18])[C:16](=[CH:15][C:6]2[CH:7]=[CH:8][C:3]([C:23]([OH:25])=[O:24])=[CH:4][CH:5]=2)[S:22]1. (5) The product is: [ClH:48].[ClH:48].[CH2:19]([N:21]1[CH2:26][CH2:25][N:24]([C:27]2[N:28]=[C:29]([C:36]3[CH:37]=[CH:38][C:39]([S:42]([CH2:45][CH2:46][CH3:47])(=[O:44])=[O:43])=[CH:40][CH:41]=3)[CH:30]=[C:31]3[CH:35]=[CH:34][S:33][C:32]=23)[CH2:23][CH2:22]1)[CH3:20]. Given the reactants C(N1CCN(C2N=C(Br)C=C3C=CSC=23)CC1)C.[CH2:19]([N:21]1[CH2:26][CH2:25][N:24]([C:27]2[N:28]=[C:29]([C:36]3[CH:41]=[CH:40][C:39]([S:42]([CH2:45][CH2:46][CH3:47])(=[O:44])=[O:43])=[CH:38][CH:37]=3)[CH:30]=[C:31]3[CH:35]=[CH:34][S:33][C:32]=23)[CH2:23][CH2:22]1)[CH3:20].[ClH:48], predict the reaction product. (6) Given the reactants [Cl:1][C:2]1[CH:7]=[CH:6][C:5]([C:8](=[O:10])[CH3:9])=[C:4]([OH:11])[CH:3]=1.[F:12][CH:13]([F:17])[C:14]([CH3:16])=O.N1CCCC1, predict the reaction product. The product is: [Cl:1][C:2]1[CH:3]=[C:4]2[C:5]([C:8](=[O:10])[CH2:9][C:14]([CH:13]([F:17])[F:12])([CH3:16])[O:11]2)=[CH:6][CH:7]=1. (7) Given the reactants [F:1][C:2]([F:19])([C:7]1[C:11]([C:12]([F:15])([F:14])[F:13])=[C:10]([C:16]([OH:18])=[O:17])[NH:9][N:8]=1)[C:3]([F:6])([F:5])[F:4].S(Cl)(Cl)=O.[CH3:24]O, predict the reaction product. The product is: [F:19][C:2]([F:1])([C:7]1[C:11]([C:12]([F:15])([F:14])[F:13])=[C:10]([C:16]([O:18][CH3:24])=[O:17])[NH:9][N:8]=1)[C:3]([F:6])([F:5])[F:4].